From a dataset of hERG Central: cardiac toxicity at 1µM, 10µM, and general inhibition. Predict hERG channel inhibition at various concentrations. (1) Results: hERG_inhib (hERG inhibition (general)): blocker. The molecule is Cc1cccc(N2CCN(CCNC(=O)Cn3cccc3C(=O)c3ccccc3)CC2)c1C. (2) Results: hERG_inhib (hERG inhibition (general)): blocker. The compound is O=C(c1cccc(S(=O)(=O)NCc2ccccc2)c1)N1CCN(c2ccc(F)cc2)CC1. (3) The compound is COc1ccc(Nc2nc(NCC3CCCO3)c3ccccc3n2)c(OC)c1.Cl. Results: hERG_inhib (hERG inhibition (general)): blocker. (4) The molecule is COc1ccc(Br)cc1CN1CCCC(C(=O)N2CCCCCC2)C1.O=C(O)C(=O)O. Results: hERG_inhib (hERG inhibition (general)): blocker.